From a dataset of CYP2C19 inhibition data for predicting drug metabolism from PubChem BioAssay. Regression/Classification. Given a drug SMILES string, predict its absorption, distribution, metabolism, or excretion properties. Task type varies by dataset: regression for continuous measurements (e.g., permeability, clearance, half-life) or binary classification for categorical outcomes (e.g., BBB penetration, CYP inhibition). Dataset: cyp2c19_veith. (1) The molecule is CC(C)C(=O)Nc1ccc(Sc2ccc(F)cc2)cc1. The result is 1 (inhibitor). (2) The drug is c1ccc(CN2COc3c(ccc4c5c(ccc34)CN(Cc3ccccc3)CO5)C2)cc1. The result is 0 (non-inhibitor). (3) The compound is C/C(=C\c1ccco1)C1C(C#N)=C(N)Oc2n[nH]c(-c3ccccc3)c21. The result is 1 (inhibitor).